Dataset: Forward reaction prediction with 1.9M reactions from USPTO patents (1976-2016). Task: Predict the product of the given reaction. Given the reactants [Br:1]Br.[CH:3]([O:5][CH2:6][CH3:7])=[CH2:4].C(N(C(C)C)CC)(C)C.[C:17]([Si:21]([CH3:41])([CH3:40])[O:22][C:23]1[CH:28]=[CH:27][C:26]([C:29]2[C:30]([CH:38]=[O:39])=[CH:31][CH:32]=[C:33]([O:36][CH3:37])[C:34]=2[OH:35])=[CH:25][CH:24]=1)([CH3:20])([CH3:19])[CH3:18], predict the reaction product. The product is: [Br:1][CH2:4][CH:3]([O:5][CH2:6][CH3:7])[O:35][C:34]1[C:33]([O:36][CH3:37])=[CH:32][CH:31]=[C:30]([CH:38]=[O:39])[C:29]=1[C:26]1[CH:25]=[CH:24][C:23]([O:22][Si:21]([C:17]([CH3:20])([CH3:19])[CH3:18])([CH3:41])[CH3:40])=[CH:28][CH:27]=1.